Dataset: Catalyst prediction with 721,799 reactions and 888 catalyst types from USPTO. Task: Predict which catalyst facilitates the given reaction. (1) Reactant: [Li]CCCC.[CH2:6]([C:13]1[CH:18]=[C:17](Br)[CH:16]=[CH:15][C:14]=1[O:20][CH3:21])[C:7]1[CH:12]=[CH:11][CH:10]=[CH:9][CH:8]=1.[B:22](OC)([O:25]C)[O:23]C.[OH-].[Na+]. Product: [CH2:6]([C:13]1[CH:18]=[C:17]([B:22]([OH:25])[OH:23])[CH:16]=[CH:15][C:14]=1[O:20][CH3:21])[C:7]1[CH:12]=[CH:11][CH:10]=[CH:9][CH:8]=1. The catalyst class is: 20. (2) Reactant: C[O:2][C:3]([C:5]1[C:9]([CH2:10][CH2:11][CH2:12][CH3:13])=[C:8]([CH2:14][CH3:15])[N:7]([CH2:16][C:17]2[CH:22]=[CH:21][CH:20]=[CH:19][CH:18]=2)[C:6]=1[CH:23]([CH3:25])[CH3:24])=[O:4].[OH-].[Na+]. Product: [CH2:16]([N:7]1[C:8]([CH2:14][CH3:15])=[C:9]([CH2:10][CH2:11][CH2:12][CH3:13])[C:5]([C:3]([OH:4])=[O:2])=[C:6]1[CH:23]([CH3:25])[CH3:24])[C:17]1[CH:18]=[CH:19][CH:20]=[CH:21][CH:22]=1. The catalyst class is: 5. (3) Reactant: [Br:1][C:2]1[CH:3]=[C:4]([NH:8][S:9]([CH3:12])(=[O:11])=[O:10])[CH:5]=[CH:6][CH:7]=1.[C:13](=O)([O-])[O-].[K+].[K+].CI. Product: [Br:1][C:2]1[CH:3]=[C:4]([N:8]([CH3:13])[S:9]([CH3:12])(=[O:10])=[O:11])[CH:5]=[CH:6][CH:7]=1. The catalyst class is: 9. (4) Reactant: [C:1]([O:5][C:6]([N:8]1[CH2:13][CH2:12][CH:11]([C:14]2[N:19]=[C:18]([C:20]3[CH:25]=[CH:24][C:23]([F:26])=[C:22]([Cl:27])[CH:21]=3)[CH:17]=[C:16]([N:28]3[CH2:33][CH2:32][N:31]([C:34]4[C:39]([C:40]([F:43])([F:42])[F:41])=[CH:38][CH:37]=[CH:36][N:35]=4)[CH2:30][CH2:29]3)[N:15]=2)[CH2:10][CH2:9]1)=[O:7])([CH3:4])([CH3:3])[CH3:2].Cl. Product: [Cl:27][C:22]1[CH:21]=[C:20]([C:18]2[CH:17]=[C:16]([N:28]3[CH2:29][CH2:30][N:31]([C:34]4[C:39]([C:40]([F:42])([F:43])[F:41])=[CH:38][CH:37]=[CH:36][N:35]=4)[CH2:32][CH2:33]3)[N:15]=[C:14]([CH:11]3[CH2:10][CH2:9][NH:8][CH2:13][CH2:12]3)[N:19]=2)[CH:25]=[CH:24][C:23]=1[F:26].[C:1]([O:5][C:6]([N:8]1[CH2:9][CH:10]=[C:11]([C:14]2[N:19]=[C:18]([C:20]3[CH:25]=[CH:24][C:23]([F:26])=[C:22]([Cl:27])[CH:21]=3)[CH:17]=[C:16]([N:28]3[CH2:33][CH2:32][N:31]([C:34]4[C:39]([C:40]([F:42])([F:43])[F:41])=[CH:38][CH:37]=[CH:36][N:35]=4)[CH2:30][CH2:29]3)[N:15]=2)[CH2:12][CH2:13]1)=[O:7])([CH3:4])([CH3:2])[CH3:3]. The catalyst class is: 12. (5) Reactant: [CH3:1][C:2]([NH:13][C:14]1[C:23]([CH3:24])=[N:22][C:21]2[C:16](=[C:17]([C:25]3[NH:33][C:32]4[CH2:31][CH2:30][NH:29][C:28](=[O:34])[C:27]=4[CH:26]=3)[CH:18]=[CH:19][CH:20]=2)[N:15]=1)([CH3:12])[CH2:3][NH:4]C(=O)OC(C)(C)C.C(O)(C(F)(F)F)=O. Product: [NH2:4][CH2:3][C:2]([NH:13][C:14]1[C:23]([CH3:24])=[N:22][C:21]2[C:16]([N:15]=1)=[C:17]([C:25]1[NH:33][C:32]3[CH2:31][CH2:30][NH:29][C:28](=[O:34])[C:27]=3[CH:26]=1)[CH:18]=[CH:19][CH:20]=2)([CH3:12])[CH3:1]. The catalyst class is: 2.